Dataset: Peptide-MHC class I binding affinity with 185,985 pairs from IEDB/IMGT. Task: Regression. Given a peptide amino acid sequence and an MHC pseudo amino acid sequence, predict their binding affinity value. This is MHC class I binding data. (1) The binding affinity (normalized) is 0.219. The peptide sequence is APVSIINNA. The MHC is HLA-B51:01 with pseudo-sequence HLA-B51:01. (2) The MHC is HLA-A02:06 with pseudo-sequence HLA-A02:06. The binding affinity (normalized) is 0.0847. The peptide sequence is THYSGNIVH. (3) The peptide sequence is LLACLCKHKK. The MHC is HLA-A33:01 with pseudo-sequence HLA-A33:01. The binding affinity (normalized) is 0.182.